Dataset: Peptide-MHC class I binding affinity with 185,985 pairs from IEDB/IMGT. Task: Regression. Given a peptide amino acid sequence and an MHC pseudo amino acid sequence, predict their binding affinity value. This is MHC class I binding data. (1) The peptide sequence is RLKHIFLIF. The MHC is HLA-B51:01 with pseudo-sequence HLA-B51:01. The binding affinity (normalized) is 0.0847. (2) The peptide sequence is HVLSLVFGK. The MHC is HLA-B14:02 with pseudo-sequence HLA-B14:02. The binding affinity (normalized) is 0.213. (3) The peptide sequence is LADEGLNRR. The MHC is Patr-A0101 with pseudo-sequence Patr-A0101. The binding affinity (normalized) is 0. (4) The peptide sequence is RTFNEDLFR. The MHC is HLA-A33:01 with pseudo-sequence HLA-A33:01. The binding affinity (normalized) is 0.320. (5) The peptide sequence is LVGPTPVNI. The MHC is HLA-A23:01 with pseudo-sequence HLA-A23:01. The binding affinity (normalized) is 0. (6) The peptide sequence is PLFKRGWRL. The MHC is HLA-B15:01 with pseudo-sequence HLA-B15:01. The binding affinity (normalized) is 0.0847. (7) The peptide sequence is RSNNKFTLK. The MHC is HLA-B58:01 with pseudo-sequence HLA-B58:01. The binding affinity (normalized) is 0.0847. (8) The MHC is HLA-A68:02 with pseudo-sequence HLA-A68:02. The binding affinity (normalized) is 0. The peptide sequence is SHLENMKSL. (9) The binding affinity (normalized) is 0.961. The peptide sequence is YALCTLLHL. The MHC is HLA-A02:06 with pseudo-sequence HLA-A02:06. (10) The peptide sequence is CTIVDSMII. The MHC is HLA-A68:02 with pseudo-sequence HLA-A68:02. The binding affinity (normalized) is 0.258.